Dataset: Reaction yield outcomes from USPTO patents with 853,638 reactions. Task: Predict the reaction yield, written as a fraction of the theoretical maximum amount of product (1.0 means a 100% yield; for example, 0.34 means a 34% yield). (1) The reactants are Cl.[CH3:2][O:3][C:4](=[O:10])[C@@H:5]1[CH2:9][CH2:8][CH2:7][NH:6]1.C(N(CC)CC)C.[C:18]1(=[O:24])O[C:21](=[O:22])[CH:20]=[CH:19]1.ON1C(=O)CCC1=O.C1CCC(N=C=NC2CCCCC2)CC1.[NH2:48][CH2:49][C:50]1[C:51](=[N:56][NH:57][C:58]2[CH:63]=[CH:62][CH:61]=[C:60]([F:64])[CH:59]=2)[C:52]([NH2:55])=[N:53][N:54]=1. The yield is 0.380. The product is [CH3:2][O:3][C:4]([CH:5]1[CH2:9][CH2:8][CH2:7][N:6]1[C:18](=[O:24])[CH:19]=[CH:20][C:21](=[O:22])[NH:48][CH2:49][C:50]1[C:51](=[N:56][NH:57][C:58]2[CH:63]=[CH:62][CH:61]=[C:60]([F:64])[CH:59]=2)[C:52]([NH2:55])=[N:53][N:54]=1)=[O:10]. The catalyst is COCCOC.C(OCC)C.CN(C=O)C. (2) The reactants are [NH:1]1[CH2:6][CH2:5][CH2:4][CH:3]([C:7]([OH:9])=[O:8])[CH2:2]1.[OH-].[Na+].[C:12](O[C:12]([O:14][C:15]([CH3:18])([CH3:17])[CH3:16])=[O:13])([O:14][C:15]([CH3:18])([CH3:17])[CH3:16])=[O:13]. The catalyst is O1CCOCC1. The product is [C:15]([O:14][C:12]([N:1]1[CH2:6][CH2:5][CH2:4][CH:3]([C:7]([OH:9])=[O:8])[CH2:2]1)=[O:13])([CH3:18])([CH3:17])[CH3:16]. The yield is 0.880. (3) The reactants are Cl[C:2]1[N:7]=[CH:6][C:5]([C:8]([O:10][CH2:11][CH3:12])=[O:9])=[C:4]([C:13]2[CH:18]=[CH:17][CH:16]=[CH:15][CH:14]=2)[CH:3]=1.[NH2:19][CH2:20][CH2:21][NH:22][C:23]1[CH:28]=[CH:27][C:26]([N+:29]([O-:31])=[O:30])=[CH:25][N:24]=1.CCN(C(C)C)C(C)C.CC(N(C)C)=O. The catalyst is CCOC(C)=O. The product is [N+:29]([C:26]1[CH:27]=[CH:28][C:23]([NH:22][CH2:21][CH2:20][NH:19][C:2]2[N:7]=[CH:6][C:5]([C:8]([O:10][CH2:11][CH3:12])=[O:9])=[C:4]([C:13]3[CH:18]=[CH:17][CH:16]=[CH:15][CH:14]=3)[CH:3]=2)=[N:24][CH:25]=1)([O-:31])=[O:30]. The yield is 0.700. (4) The reactants are C(O[C:6]([C:8]1[N:9]=[CH:10][C:11]2[C:16]([C:17]=1[OH:18])=[CH:15][C:14]([O:19][C:20]1[CH:25]=[CH:24][CH:23]=[CH:22][CH:21]=1)=[CH:13][CH:12]=2)=[O:7])CCC.[NH2:26][CH2:27][CH2:28][CH2:29][C:30]([OH:32])=[O:31].C[O-].[Na+].CO. No catalyst specified. The product is [OH:18][C:17]1[C:16]2[C:11](=[CH:12][CH:13]=[C:14]([O:19][C:20]3[CH:25]=[CH:24][CH:23]=[CH:22][CH:21]=3)[CH:15]=2)[CH:10]=[N:9][C:8]=1[C:6]([NH:26][CH2:27][CH2:28][CH2:29][C:30]([OH:32])=[O:31])=[O:7]. The yield is 0.920. (5) The yield is 0.850. The reactants are [CH2:1]([CH:3]([N:6]1[CH2:11][CH2:10][NH:9][CH2:8][CH2:7]1)[CH2:4][CH3:5])[CH3:2].[Cl:12][C:13]([O:15][C:16]1[C:25]2[C:20](=[CH:21][CH:22]=[CH:23][CH:24]=2)[CH:19]=[CH:18][CH:17]=1)=[O:14]. The product is [ClH:12].[C:16]1([O:15][C:13]([N:9]2[CH2:10][CH2:11][N:6]([CH:3]([CH2:4][CH3:5])[CH2:1][CH3:2])[CH2:7][CH2:8]2)=[O:14])[C:25]2[C:20](=[CH:21][CH:22]=[CH:23][CH:24]=2)[CH:19]=[CH:18][CH:17]=1. The catalyst is C(Cl)Cl.